This data is from Forward reaction prediction with 1.9M reactions from USPTO patents (1976-2016). The task is: Predict the product of the given reaction. (1) Given the reactants CC(OI1(OC(C)=O)(OC(C)=O)OC(=O)C2C=CC=CC1=2)=O.[O:23]1[C:32]2[CH:31]=[C:30]([CH2:33][OH:34])[N:29]=[CH:28][C:27]=2[O:26][CH2:25][CH2:24]1, predict the reaction product. The product is: [O:23]1[C:32]2[CH:31]=[C:30]([CH:33]=[O:34])[N:29]=[CH:28][C:27]=2[O:26][CH2:25][CH2:24]1. (2) Given the reactants [CH2:1]([N:3]([CH2:36][CH3:37])[CH2:4]/[CH:5]=[CH:6]\[C:7]1[CH:12]=[C:11]([F:13])[CH:10]=[CH:9][C:8]=1[S:14]([NH:17][C:18]1[C:31]([C:32]([O:34]C)=[O:33])=[C:30]2[C:21]([C:22]3[CH:23]=[CH:24][N:25]=[N:26][C:27]=3[CH2:28][O:29]2)=[CH:20][CH:19]=1)(=[O:16])=[O:15])[CH3:2].O.[OH-].[Li+].O1CCOCC1.O, predict the reaction product. The product is: [CH2:36]([N:3]([CH2:1][CH3:2])[CH2:4]/[CH:5]=[CH:6]\[C:7]1[CH:12]=[C:11]([F:13])[CH:10]=[CH:9][C:8]=1[S:14]([NH:17][C:18]1[C:31]([C:32]([OH:34])=[O:33])=[C:30]2[C:21]([C:22]3[CH:23]=[CH:24][N:25]=[N:26][C:27]=3[CH2:28][O:29]2)=[CH:20][CH:19]=1)(=[O:15])=[O:16])[CH3:37]. (3) The product is: [Cl:1][C:2]1[CH:3]=[C:4]([C:12]2[S:16][N:15]=[C:14]([C:17]3[C:18]([CH2:36][CH3:37])=[C:19]([CH2:23][CH2:24][N:25]4[CH2:26][CH2:27][CH:28]([C:31]([OH:33])=[O:32])[CH2:29][CH2:30]4)[CH:20]=[CH:21][CH:22]=3)[N:13]=2)[CH:5]=[N:6][C:7]=1[O:8][CH:9]([CH3:11])[CH3:10]. Given the reactants [Cl:1][C:2]1[CH:3]=[C:4]([C:12]2[S:16][N:15]=[C:14]([C:17]3[C:18]([CH2:36][CH3:37])=[C:19]([CH2:23][CH2:24][N:25]4[CH2:30][CH2:29][CH:28]([C:31]([O:33]CC)=[O:32])[CH2:27][CH2:26]4)[CH:20]=[CH:21][CH:22]=3)[N:13]=2)[CH:5]=[N:6][C:7]=1[O:8][CH:9]([CH3:11])[CH3:10].[OH-].[Na+], predict the reaction product. (4) Given the reactants [CH3:1][O:2][C:3]([C:5]1[N:6]([C:10]2[CH:15]=[CH:14][C:13]([N+:16]([O-:18])=[O:17])=[C:12]([NH2:19])[CH:11]=2)[CH:7]=[CH:8][CH:9]=1)=[O:4].CC1(C)[O:26][C:25]([C:27]2[CH:28]=[C:29]([CH:32]=[CH:33][CH:34]=2)[C:30]#[N:31])=[CH:24][C:23](=O)[O:22]1, predict the reaction product. The product is: [CH3:1][O:2][C:3]([C:5]1[N:6]([C:10]2[CH:15]=[CH:14][C:13]([N+:16]([O-:18])=[O:17])=[C:12]([NH:19][C:23](=[O:22])[CH2:24][C:25]([C:27]3[CH:34]=[CH:33][CH:32]=[C:29]([C:30]#[N:31])[CH:28]=3)=[O:26])[CH:11]=2)[CH:7]=[CH:8][CH:9]=1)=[O:4]. (5) Given the reactants [CH3:1][O:2][C:3]1[CH:8]=[C:7]([N+:9]([O-])=O)[CH:6]=[CH:5][C:4]=1[N:12]1[CH:16]=[C:15]([CH3:17])[N:14]=[CH:13]1.[Cl-].[NH4+].O.C(OCC)(=O)C, predict the reaction product. The product is: [CH3:1][O:2][C:3]1[CH:8]=[C:7]([NH2:9])[CH:6]=[CH:5][C:4]=1[N:12]1[CH:16]=[C:15]([CH3:17])[N:14]=[CH:13]1. (6) The product is: [C:20]([O:24][C:25](=[O:26])[NH:27][CH2:28][CH:29]([OH:30])[CH2:9][C:8]([C:3]1[CH:4]=[CH:5][CH:6]=[CH:7][C:2]=1[Cl:1])=[O:10])([CH3:23])([CH3:21])[CH3:22]. Given the reactants [Cl:1][C:2]1[CH:7]=[CH:6][CH:5]=[CH:4][C:3]=1[C:8](=[O:10])[CH3:9].C(N(C(C)C)CC)(C)C.[C:20]([O:24][C:25]([N:27](C(OC(C)(C)C)=O)[CH2:28][CH:29]=[O:30])=[O:26])([CH3:23])([CH3:22])[CH3:21], predict the reaction product. (7) Given the reactants [Br:1][C:2]1[C:3]([CH3:18])=[C:4]([NH:11]C(=O)C(F)(F)F)[C:5]([N+:8]([O-:10])=[O:9])=[CH:6][CH:7]=1.C(=O)([O-])[O-].[K+].[K+].O, predict the reaction product. The product is: [Br:1][C:2]1[C:3]([CH3:18])=[C:4]([C:5]([N+:8]([O-:10])=[O:9])=[CH:6][CH:7]=1)[NH2:11]. (8) Given the reactants CN(C)C=O.[CH2:6]([O:13][C:14]1[CH:15]=[CH:16][C:17]([OH:22])=[C:18]([CH:21]=1)[CH:19]=O)[C:7]1[CH:12]=[CH:11][CH:10]=[CH:9][CH:8]=1.[C:23]([O:26][CH2:27][CH2:28]Br)(=[O:25])[CH3:24].C(=O)([O-])[O-].[K+].[K+], predict the reaction product. The product is: [CH2:27]([O:26][C:23]([C:24]1[O:22][C:17]2[CH:16]=[CH:15][C:14]([O:13][CH2:6][C:7]3[CH:12]=[CH:11][CH:10]=[CH:9][CH:8]=3)=[CH:21][C:18]=2[CH:19]=1)=[O:25])[CH3:28]. (9) The product is: [F:15][C:16]([F:25])([F:26])[C:17]1[CH:24]=[CH:23][CH:22]=[CH:21][C:18]=1[CH2:19][NH:20][CH:11]1[CH2:12][CH2:13][N:8]([C:1]([O:3][C:4]([CH3:7])([CH3:6])[CH3:5])=[O:2])[CH2:9][CH2:10]1. Given the reactants [C:1]([N:8]1[CH2:13][CH2:12][CH2:11][CH2:10][C:9]1=O)([O:3][C:4]([CH3:7])([CH3:6])[CH3:5])=[O:2].[F:15][C:16]([F:26])([F:25])[C:17]1[CH:24]=[CH:23][CH:22]=[CH:21][C:18]=1[CH2:19][NH2:20], predict the reaction product. (10) Given the reactants C([O:3][C:4](=[O:20])[CH2:5][CH2:6][CH2:7][CH2:8][C:9]1[CH:14]=[C:13]([O:15][CH3:16])[C:12]([O:17][CH3:18])=[CH:11][C:10]=1[NH2:19])C.[OH-].[Na+].Cl, predict the reaction product. The product is: [NH2:19][C:10]1[CH:11]=[C:12]([O:17][CH3:18])[C:13]([O:15][CH3:16])=[CH:14][C:9]=1[CH2:8][CH2:7][CH2:6][CH2:5][C:4]([OH:20])=[O:3].